This data is from Forward reaction prediction with 1.9M reactions from USPTO patents (1976-2016). The task is: Predict the product of the given reaction. (1) Given the reactants C(O)(=O)C.[CH3:5][C:6]1([CH3:33])[N:11]=[C:10]([NH:12][CH2:13][C:14]2[CH:19]=[CH:18][C:17]([O:20][CH3:21])=[CH:16][CH:15]=2)[NH:9][C:8]([NH:22][CH2:23][CH2:24][CH2:25][CH2:26][CH2:27][CH2:28][CH2:29][CH2:30][CH2:31][CH3:32])=[N:7]1.O.O.[C:36]([OH:41])(=[O:40])[C:37]([OH:39])=[O:38], predict the reaction product. The product is: [C:36]([OH:41])(=[O:40])[C:37]([OH:39])=[O:38].[CH3:5][C:6]1([CH3:33])[N:11]=[C:10]([NH:12][CH2:13][C:14]2[CH:19]=[CH:18][C:17]([O:20][CH3:21])=[CH:16][CH:15]=2)[NH:9][C:8]([NH:22][CH2:23][CH2:24][CH2:25][CH2:26][CH2:27][CH2:28][CH2:29][CH2:30][CH2:31][CH3:32])=[N:7]1. (2) Given the reactants [Cl:1][C:2]1[CH:8]=[CH:7][C:5]([NH2:6])=[C:4]([F:9])[CH:3]=1.[N:10]([C:13]1([C:19]([O:21][CH3:22])=[O:20])[CH2:18][CH2:17][CH2:16][CH2:15][CH2:14]1)=[C:11]=[O:12], predict the reaction product. The product is: [Cl:1][C:2]1[CH:8]=[CH:7][C:5]([NH:6][C:11]([NH:10][C:13]2([C:19]([O:21][CH3:22])=[O:20])[CH2:18][CH2:17][CH2:16][CH2:15][CH2:14]2)=[O:12])=[C:4]([F:9])[CH:3]=1. (3) Given the reactants [F:1][C:2]1[CH:23]=[CH:22][C:5]([C:6]([NH:8][C:9]2[S:10][C:11]3[C:17]([CH:18]=[CH2:19])=[CH:16][CH:15]=[C:14]([O:20][CH3:21])[C:12]=3[N:13]=2)=[O:7])=[CH:4][CH:3]=1, predict the reaction product. The product is: [CH2:18]([C:17]1[C:11]2[S:10][C:9]([NH:8][C:6](=[O:7])[C:5]3[CH:22]=[CH:23][C:2]([F:1])=[CH:3][CH:4]=3)=[N:13][C:12]=2[C:14]([O:20][CH3:21])=[CH:15][CH:16]=1)[CH3:19]. (4) Given the reactants Br[CH:2]1[CH2:8][CH2:7][N:6]([C:9]([CH:11]2[CH2:13][CH2:12]2)=[O:10])[CH2:5][CH2:4][C:3]1=O.[NH2:15][C:16]([NH2:18])=[S:17], predict the reaction product. The product is: [NH2:18][C:16]1[S:17][C:3]2[CH2:4][CH2:5][N:6]([C:9]([CH:11]3[CH2:13][CH2:12]3)=[O:10])[CH2:7][CH2:8][C:2]=2[N:15]=1.